From a dataset of Catalyst prediction with 721,799 reactions and 888 catalyst types from USPTO. Predict which catalyst facilitates the given reaction. Reactant: C(O)(C(F)(F)F)=O.[Cl:8][C:9]1[CH:14]=[CH:13][C:12]([CH:15]([NH:22][C:23]([C:25]2([NH:40]C(=O)OC(C)(C)C)[CH2:30][CH2:29][N:28]([C:31]3[C:32]4[CH:39]=[CH:38][NH:37][C:33]=4[N:34]=[CH:35][N:36]=3)[CH2:27][CH2:26]2)=[O:24])[CH2:16][C:17]2[S:18][CH:19]=[CH:20][N:21]=2)=[CH:11][CH:10]=1. Product: [NH2:40][C:25]1([C:23]([NH:22][CH:15]([C:12]2[CH:11]=[CH:10][C:9]([Cl:8])=[CH:14][CH:13]=2)[CH2:16][C:17]2[S:18][CH:19]=[CH:20][N:21]=2)=[O:24])[CH2:26][CH2:27][N:28]([C:31]2[C:32]3[CH:39]=[CH:38][NH:37][C:33]=3[N:34]=[CH:35][N:36]=2)[CH2:29][CH2:30]1. The catalyst class is: 4.